This data is from Cav3 T-type calcium channel HTS with 100,875 compounds. The task is: Binary Classification. Given a drug SMILES string, predict its activity (active/inactive) in a high-throughput screening assay against a specified biological target. (1) The compound is O=C(Nc1c2c(n(c1C(OC)=O)C)cccc2C)CN1CC(CCC1)C. The result is 0 (inactive). (2) The compound is O=C(N1CCNCC1)C(n1nnc(c1)CCO)C(C)C. The result is 0 (inactive). (3) The drug is S(C=1N(CCN1)C(=O)c1cc(F)ccc1)Cc1cccnc1. The result is 0 (inactive). (4) The molecule is Fc1c(N2CCN(CC2)c2ncccc2C(OC)=O)cccc1. The result is 0 (inactive). (5) The compound is O=C(C\C(=N\CC\N=C(\CC(=O)C)C)C)C. The result is 0 (inactive). (6) The molecule is Clc1ccc(N2CCN(CC2)CC(=O)Nc2cc(F)ccc2)cc1. The result is 0 (inactive). (7) The compound is S(O)(=O)(=O)c1n(CC(CC)C)c2c(n1)cccc2. The result is 0 (inactive). (8) The compound is O=C(NC1C(C(CCC1)C)C)CO\N=C\c1ccc(cc1)C(OC)=O. The result is 0 (inactive). (9) The compound is S(c1n(nnn1)CC(CC(O)=O)c1ccccc1)CC(=O)N. The result is 0 (inactive).